Dataset: NCI-60 drug combinations with 297,098 pairs across 59 cell lines. Task: Regression. Given two drug SMILES strings and cell line genomic features, predict the synergy score measuring deviation from expected non-interaction effect. (1) Drug 1: C1C(C(OC1N2C=C(C(=O)NC2=O)F)CO)O. Drug 2: C1=CC=C(C(=C1)C(C2=CC=C(C=C2)Cl)C(Cl)Cl)Cl. Cell line: BT-549. Synergy scores: CSS=11.7, Synergy_ZIP=-0.666, Synergy_Bliss=-0.816, Synergy_Loewe=-23.4, Synergy_HSA=-2.88. (2) Drug 1: CCC1=CC2CC(C3=C(CN(C2)C1)C4=CC=CC=C4N3)(C5=C(C=C6C(=C5)C78CCN9C7C(C=CC9)(C(C(C8N6C)(C(=O)OC)O)OC(=O)C)CC)OC)C(=O)OC.C(C(C(=O)O)O)(C(=O)O)O. Drug 2: COC1=NC(=NC2=C1N=CN2C3C(C(C(O3)CO)O)O)N. Cell line: SF-268. Synergy scores: CSS=50.2, Synergy_ZIP=5.70, Synergy_Bliss=8.21, Synergy_Loewe=-56.2, Synergy_HSA=4.66. (3) Drug 1: CN1C2=C(C=C(C=C2)N(CCCl)CCCl)N=C1CCCC(=O)O.Cl. Drug 2: C(CC(=O)O)C(=O)CN.Cl. Cell line: HOP-62. Synergy scores: CSS=0.711, Synergy_ZIP=-4.62, Synergy_Bliss=-6.01, Synergy_Loewe=-7.20, Synergy_HSA=-7.27.